This data is from Forward reaction prediction with 1.9M reactions from USPTO patents (1976-2016). The task is: Predict the product of the given reaction. (1) Given the reactants Cl[C:2]1[N:7]=[C:6]([NH:8][C:9]2[CH:14]=[CH:13][C:12]3[O:15][CH2:16][CH2:17][O:18][C:11]=3[CH:10]=2)[C:5]([F:19])=[CH:4][N:3]=1.[CH3:20][O:21][C:22]1[CH:23]=[C:24]([CH:26]=[CH:27][C:28]=1[O:29][CH3:30])[NH2:25], predict the reaction product. The product is: [CH3:20][O:21][C:22]1[CH:23]=[C:24]([NH:25][C:2]2[N:7]=[C:6]([NH:8][C:9]3[CH:14]=[CH:13][C:12]4[O:15][CH2:16][CH2:17][O:18][C:11]=4[CH:10]=3)[C:5]([F:19])=[CH:4][N:3]=2)[CH:26]=[CH:27][C:28]=1[O:29][CH3:30]. (2) Given the reactants [CH2:1]([O:8][C:9]([N:11]1[CH2:15][CH2:14][CH2:13][C@H:12]1[C:16](=O)[NH2:17])=[O:10])[C:2]1[CH:7]=[CH:6][CH:5]=[CH:4][CH:3]=1.C1(C)C=CC(S(Cl)(=O)=O)=CC=1.Cl, predict the reaction product. The product is: [CH2:1]([O:8][C:9]([N:11]1[CH2:15][CH2:14][CH2:13][C@H:12]1[C:16]#[N:17])=[O:10])[C:2]1[CH:3]=[CH:4][CH:5]=[CH:6][CH:7]=1.